Binary Classification. Given a miRNA mature sequence and a target amino acid sequence, predict their likelihood of interaction. From a dataset of Experimentally validated miRNA-target interactions with 360,000+ pairs, plus equal number of negative samples. (1) Result: 0 (no interaction). The miRNA is hsa-miR-4255 with sequence CAGUGUUCAGAGAUGGA. The protein sequence of the target gene is MAKSKTKHRLCSQESSVSALLASCTLSGSNSSNSDGSFHYKDKLYRSASQALQAYIDDFDLGQIYPGASTGKINIDEDFTNMSQFCNYIYKPNNAFENLDHKKHSNFISCRRHTVNDIDSMSLTTDDLLRLPADGSFSYTYVGPSHRTSKKNKKCRGRLGSLDIEKNPHFQGPYTSMGKDNFVTPVIRSNINGKQCGDKIELLILKAKRNLEQCTEELPKSMKKDDSPCSLDKLEADRSWENIPVTFKSPVPVNSDDSPQQTSRAKSAKGVLEDFLNNDNQSCTLSGGKHHGPVEALKQM.... (2) The miRNA is mmu-miR-328-3p with sequence CUGGCCCUCUCUGCCCUUCCGU. The protein sequence of the target gene is MSGRGKQGGKARAKAKSRSSRAGLQFPVGRVHRLLRKGNYAERVGAGAPVYLAAVLEYLTAEILELAGNAARDNKKTRIIPRHLQLAVRNDEELNKLLGGVTIAQGGVLPNIQAVLLPKKTESHKPGKNK. Result: 0 (no interaction). (3) The miRNA is hsa-miR-4428 with sequence CAAGGAGACGGGAACAUGGAGC. The protein sequence of the target gene is MALHNPQYIFGDFSPDEFNQFFVTPRSSVELPPYSGTLCSIQAEDELPDGQEHQRIEFGVDEVIEPSEGLPPTPSYSISSTLNPQAPEFILGCTTSKKIPEAVEKDETYSSIDQYPASALALESNSNAEAETLENDSGAGGLGQRERKKKKKRPPGYYSYLKDGGEDSASPATLVNGHATSVGTSGEAVEDAEFMDVLPPVMPRTCDSPQNPVDFISGPVPDSPFPRTLGGDARTAGLCEGCHEADFEQPCLPADSLLRTAGTQPYVGTDTTENFAVANGKILESPGEDTAANGAELHTD.... Result: 0 (no interaction). (4) The miRNA is hsa-miR-6866-3p with sequence GAUCCCUUUAUCUGUCCUCUAG. The protein sequence of the target gene is MEPIYPFARPQMNTRFPSSRMVPFHFPPSKCALWNPTPTGDFIYLHLSYYRNPKLVVTEKTIRLAYRHAKQNKKNSSCFLLGSLTADEDEEGVTLTVDRFDPGREVPECLEITPTASLPGDFLIPCKVHTQELCSREMIVHSVDDFSSALKALQCHICSKDSLDCGKLLSLRVHITSRESLDSVEFDLHWAAVTLANNFKCTPVKPIPIIPTALARNLSSNLNISQVQGTYKYGYLTMDETRKLLLLLESDPKVYSLPLVGIWLSGITHIYSPQVWACCLRYIFNSSVQERVFSESGNFI.... Result: 0 (no interaction). (5) The miRNA is gga-miR-221-3p with sequence AGCUACAUUGUCUGCUGGGUUUC. The protein sequence of the target gene is MSGSSGTPYLGSKISLISKAQIRYEGILYTIDTDNSTVALAKVRSFGTEDRPTDRPAPPREEIYEYIIFRGSDIKDITVCEPPKAQHTLPQDPAIVQSSLGSASASPFQPHVPYSPFRGMAPYGPLAASSLLSQQYAASLGLGAGFPSIPVGKSPMVEQAVQTGSADNLNAKKLLPGKGTTGTQLNGRQAQPSSKTASDVVQPAAVQAQGQVNDENRRPQRRRSGNRRTRNRSRGQNRPTNVKENTIKFEGDFDFESANAQFNREELDKEFKKKLNFKDDKAEKGEEKDLAVVTQSAEAP.... Result: 0 (no interaction). (6) The miRNA is hsa-miR-1271-5p with sequence CUUGGCACCUAGCAAGCACUCA. The protein sequence of the target gene is MGNITTENSSLSCPIDHTIHQTLAPVVYVTVLVVGFPANCLSLYFGYLQIKARNELGVYLCNLTIADLFYICSLPFWLQYVLQHDDWSHGDLSCQVCGILLYENIYISVGFLCCISIDRYLAVAHPFRFHQFRTLKAAVGVSVLIWAKELLTSIYFLNHKEVIEDEDQHRVCFEHYPIQAWQRSINYYRFLVGFLFPICLLLASYQGILRAVRRSHGTQKSRKDQIQRLVLSTVVIFLACFLPYHVLLLVRSLWERNCEFAKSIFNVYHFSLLLTSFNCVADPVLYCFVSETTHRDLARL.... Result: 0 (no interaction). (7) The miRNA is hsa-miR-6826-3p with sequence CUCCCCUCUCUUUCCUGUUCAG. The protein sequence of the target gene is MTKEYQDLQHLDNEESDHHQLRKGPPPPQPLLQRLCSGPRLLLLSLGLSLLLLVVVCVIGSQNSQLQEELRGLRETFSNFTASTEAQVKGLSTQGGNVGRKMKSLESQLEKQQKDLSEDHSSLLLHVKQFVSDLRSLSCQMAALQGNGSERTCCPVNWVEHERSCYWFSRSGKAWADADNYCRLEDAHLVVVTSWEEQKFVQHHIGPVNTWMGLHDQNGPWKWVDGTDYETGFKNWRPEQPDDWYGHGLGGGEDCAHFTDDGRWNDDVCQRPYRWVCETELDKASQEPPLL. Result: 1 (interaction). (8) The miRNA is hsa-miR-105-5p with sequence UCAAAUGCUCAGACUCCUGUGGU. The protein sequence of the target gene is MENSLRCVWVPKLAFVLFGASLFSAHLQVTGFQIKAFTALRFLSEPSDAVTMRGGNVLLDCSAESDRGVPVIKWKKDGIHLALGMDERKQQLSNGSLLIQNILHSRHHKPDEGLYQCEASLGDSGSIISRTAKVAVAGPLRFLSQTESVTAFMGDTVLLKCEVIGEPMPTIHWQKNQQDLTPIPGDSRVVVLPSGALQISRLQPGDIGIYRCSARNPASSRTGNEAEVRILSDPGLHRQLYFLQRPSNVVAIEGKDAVLECCVSGYPPPSFTWLRGEEVIQLRSKKYSLLGGSNLLISNV.... Result: 1 (interaction).